From a dataset of Forward reaction prediction with 1.9M reactions from USPTO patents (1976-2016). Predict the product of the given reaction. (1) Given the reactants C(OC([N:11]1[CH2:16][CH2:15][N:14]([CH2:17][C@@H:18]2[O:23][CH2:22][CH2:21][N:20]([C:24]([O:26][C:27]([CH3:30])([CH3:29])[CH3:28])=[O:25])[CH2:19]2)[CH2:13][CH2:12]1)=O)C1C=CC=CC=1, predict the reaction product. The product is: [N:14]1([CH2:17][C@@H:18]2[O:23][CH2:22][CH2:21][N:20]([C:24]([O:26][C:27]([CH3:30])([CH3:29])[CH3:28])=[O:25])[CH2:19]2)[CH2:15][CH2:16][NH:11][CH2:12][CH2:13]1. (2) The product is: [F:2][C:3]1[CH:8]=[C:7]2[C:6](=[CH:5][CH:4]=1)[NH:9][C:19]1[CH2:20][CH2:21][CH:16]([C:14]([OH:15])=[O:13])[CH2:17][C:18]2=1.[CH2:23]([O:25][CH2:26][CH:28]1[CH2:33][CH2:32][C:31]2[C:7]3[C:6](=[CH:5][CH:4]=[C:3]([F:2])[CH:8]=3)[NH:9][C:30]=2[CH2:29]1)[CH3:24]. Given the reactants Cl.[F:2][C:3]1[CH:8]=[CH:7][C:6]([NH:9]N)=[CH:5][CH:4]=1.C([O:13][C:14]([CH:16]1[CH2:21][CH2:20][C:19](=O)[CH2:18][CH2:17]1)=[O:15])C.[CH2:23]([O:25][C:26]([CH:28]1[CH2:33][CH2:32][CH2:31][C:30](=O)[CH2:29]1)=O)[CH3:24], predict the reaction product. (3) Given the reactants [NH:1]1[C:5]2=[N:6][CH:7]=[CH:8][CH:9]=[C:4]2[C:3](/[CH:10]=[C:11]2\[O:12][C:13]3[C:20]([CH2:21][N:22]4[CH2:27][CH2:26][N:25](C(OC(C)(C)C)=O)[CH2:24][CH2:23]4)=[C:19]([OH:35])[CH:18]=[CH:17][C:14]=3[C:15]\2=[O:16])=[N:2]1.Cl, predict the reaction product. The product is: [NH:1]1[C:5]2=[N:6][CH:7]=[CH:8][CH:9]=[C:4]2[C:3](/[CH:10]=[C:11]2\[O:12][C:13]3[C:20]([CH2:21][N:22]4[CH2:23][CH2:24][NH:25][CH2:26][CH2:27]4)=[C:19]([OH:35])[CH:18]=[CH:17][C:14]=3[C:15]\2=[O:16])=[N:2]1. (4) Given the reactants O[C:2]1[CH:7]=[CH:6][CH:5]=[CH:4][C:3]=1[C:8]1[CH:9]=[CH:10][C:11]2[C:12]([CH:16]=1)=[N:13][O:14][N:15]=2.[Br-:17].[Br-].[Br-].C([N+](CCCC)(CCCC)CCCC)CCC.C([N+](CCCC)(CCCC)CCCC)CCC.C([N+](CCCC)(CCCC)CCCC)CCC.[OH2:71], predict the reaction product. The product is: [Br:17][C:7]1[CH:2]=[C:3]([C:8]2[CH:9]=[CH:10][C:11]3[C:12]([CH:16]=2)=[N:13][O:14][N:15]=3)[CH:4]=[C:5]([OH:71])[CH:6]=1. (5) Given the reactants [NH2:1][C:2]1[CH:7]=[CH:6][C:5]([C:8]2[CH:16]=[C:15]3[C:11]([CH2:12][N:13]([C@@H:18]([CH:23]([CH3:25])[CH3:24])[C:19]([O:21][CH3:22])=[O:20])[C:14]3=[O:17])=[CH:10][CH:9]=2)=[CH:4][CH:3]=1.[CH3:26][O:27][C:28]1[CH:33]=[CH:32][C:31]([S:34](Cl)(=[O:36])=[O:35])=[CH:30][CH:29]=1, predict the reaction product. The product is: [CH3:26][O:27][C:28]1[CH:29]=[CH:30][C:31]([S:34]([NH:1][C:2]2[CH:3]=[CH:4][C:5]([C:8]3[CH:16]=[C:15]4[C:11]([CH2:12][N:13]([C@@H:18]([CH:23]([CH3:25])[CH3:24])[C:19]([O:21][CH3:22])=[O:20])[C:14]4=[O:17])=[CH:10][CH:9]=3)=[CH:6][CH:7]=2)(=[O:36])=[O:35])=[CH:32][CH:33]=1.